From a dataset of Forward reaction prediction with 1.9M reactions from USPTO patents (1976-2016). Predict the product of the given reaction. (1) Given the reactants [CH3:1][O:2][C:3]1[CH:8]=[CH:7][C:6]([C:9]2[C:17]3[C:16]([O:18][CH2:19][C:20]([CH3:24])([CH3:23])[CH2:21][OH:22])=[N:15][CH:14]=[N:13][C:12]=3[O:11][C:10]=2[C:25]2[CH:30]=[CH:29][CH:28]=[CH:27][CH:26]=2)=[CH:5][CH:4]=1.[C:31]([O:35][C:36](=[O:39])[CH2:37]Br)([CH3:34])([CH3:33])[CH3:32].[OH-].[Na+].C(O)(=O)CC(CC(O)=O)(C(O)=O)O, predict the reaction product. The product is: [C:31]([O:35][C:36](=[O:39])[CH2:37][O:22][CH2:21][C:20]([CH3:24])([CH3:23])[CH2:19][O:18][C:16]1[C:17]2[C:9]([C:6]3[CH:5]=[CH:4][C:3]([O:2][CH3:1])=[CH:8][CH:7]=3)=[C:10]([C:25]3[CH:30]=[CH:29][CH:28]=[CH:27][CH:26]=3)[O:11][C:12]=2[N:13]=[CH:14][N:15]=1)([CH3:34])([CH3:33])[CH3:32]. (2) Given the reactants CC1C=CC(S(O[CH2:12][CH2:13][NH:14][C:15]2[C:16](=[O:32])[N:17]([C:28]([CH3:31])([CH3:30])[CH3:29])[S:18](=[O:27])(=[O:26])[C:19]=2[C:20]2[CH:25]=[CH:24][CH:23]=[CH:22][CH:21]=2)(=O)=O)=CC=1.[CH3:33][S:34]([O:37][C:38]1[CH:43]=[CH:42][CH:41]=[CH:40][C:39]=1[OH:44])(=[O:36])=[O:35].C(=O)([O-])[O-].[K+].[K+], predict the reaction product. The product is: [CH3:33][S:34]([O:37][C:38]1[CH:43]=[CH:42][CH:41]=[CH:40][C:39]=1[O:44][CH2:12][CH2:13][NH:14][C:15]1[C:16](=[O:32])[N:17]([C:28]([CH3:31])([CH3:30])[CH3:29])[S:18](=[O:27])(=[O:26])[C:19]=1[C:20]1[CH:21]=[CH:22][CH:23]=[CH:24][CH:25]=1)(=[O:36])=[O:35]. (3) Given the reactants [CH2:1]([O:3][CH2:4][CH2:5][O:6][C:7]1[CH:12]=[C:11]([CH3:13])[C:10]([C:14]2[CH:19]=[CH:18][CH:17]=[C:16]([CH2:20][NH:21][C:22]3[CH:27]=[CH:26][C:25]([CH2:28][CH2:29][C:30](O)=[O:31])=[C:24]([F:33])[CH:23]=3)[CH:15]=2)=[C:9]([CH3:34])[CH:8]=1)[CH3:2].N.CO.Cl.C([N:41]=C=NCCCN)C.ON1C2C=CC=CC=2N=N1.C1CCN2C(=NCCC2)CC1.C(N(CC)CC)C.C(=O)([O-])O.[Na+], predict the reaction product. The product is: [CH2:1]([O:3][CH2:4][CH2:5][O:6][C:7]1[CH:8]=[C:9]([CH3:34])[C:10]([C:14]2[CH:19]=[CH:18][CH:17]=[C:16]([CH2:20][NH:21][C:22]3[CH:27]=[CH:26][C:25]([CH2:28][CH2:29][C:30]([NH2:41])=[O:31])=[C:24]([F:33])[CH:23]=3)[CH:15]=2)=[C:11]([CH3:13])[CH:12]=1)[CH3:2]. (4) Given the reactants [CH3:1][O:2][C:3](=[O:33])[CH2:4][C@H:5]1[C:9]2[CH:10]=[CH:11][C:12]([O:14][C@H:15]3[C:23]4[C:18](=[C:19](B5OC(C)(C)C(C)(C)O5)[CH:20]=[CH:21][CH:22]=4)[CH2:17][CH2:16]3)=[CH:13][C:8]=2[O:7][CH2:6]1.I[C:35]1[CH:40]=[CH:39][CH:38]=[CH:37][C:36]=1[C:41]([F:44])([F:43])[F:42], predict the reaction product. The product is: [CH3:1][O:2][C:3](=[O:33])[CH2:4][C@H:5]1[C:9]2[CH:10]=[CH:11][C:12]([O:14][C@H:15]3[C:23]4[C:18](=[C:19]([C:35]5[CH:40]=[CH:39][CH:38]=[CH:37][C:36]=5[C:41]([F:44])([F:43])[F:42])[CH:20]=[CH:21][CH:22]=4)[CH2:17][CH2:16]3)=[CH:13][C:8]=2[O:7][CH2:6]1.